From a dataset of Reaction yield outcomes from USPTO patents with 853,638 reactions. Predict the reaction yield, written as a fraction of the theoretical maximum amount of product (1.0 means a 100% yield; for example, 0.34 means a 34% yield). (1) The reactants are [NH2:1][C:2]1[C:7]([F:8])=[CH:6][N:5]=[C:4](Cl)[N:3]=1.[S:10]1[CH:14]=[CH:13][CH:12]=[C:11]1[CH2:15][OH:16].CC([O-])(C)C.[K+].Cl. No catalyst specified. The yield is 0.680. The product is [F:8][C:7]1[C:2]([NH2:1])=[N:3][C:4]([O:16][CH2:15][C:11]2[S:10][CH:14]=[CH:13][CH:12]=2)=[N:5][CH:6]=1. (2) The reactants are [CH3:1][CH:2]1[CH2:11][C:10]2[C:5](=[CH:6][C:7]([C:12]([F:15])([F:14])[F:13])=[CH:8][CH:9]=2)[C:4](=[O:16])[NH:3]1.I[C:18]1[CH:19]=[N:20][CH:21]=[CH:22][C:23]=1[CH3:24].[O-]P([O-])([O-])=O.[K+].[K+].[K+].CN[C@@H]1CCCC[C@H]1NC. The catalyst is [Cu]I.O1CCOCC1. The product is [CH3:1][CH:2]1[CH2:11][C:10]2[C:5](=[CH:6][C:7]([C:12]([F:13])([F:15])[F:14])=[CH:8][CH:9]=2)[C:4](=[O:16])[N:3]1[C:18]1[CH:19]=[N:20][CH:21]=[CH:22][C:23]=1[CH3:24]. The yield is 0.0358. (3) The reactants are I[CH:2]1[CH:8]2[CH2:9][CH:5]([C:6](=[O:10])[O:7]2)[CH2:4][CH2:3]1.[OH-].[Na+].[CH2:13]([OH:15])[CH3:14]. No catalyst specified. The product is [CH:3]12[O:15][CH:13]1[CH2:14][CH2:9][CH:5]([C:6]([O:7][CH2:8][CH3:2])=[O:10])[CH2:4]2. The yield is 0.520. (4) The reactants are [NH2:1][C:2]1[C:3]([CH3:13])=[C:4]([CH:9]=[C:10]([Br:12])[CH:11]=1)[C:5]([O:7][CH3:8])=[O:6].O=[C:15]1[CH2:20][CH2:19][N:18]([C:21]([O:23][C:24]([CH3:27])([CH3:26])[CH3:25])=[O:22])[CH2:17][CH2:16]1.C(O)(=O)C.C(O[BH-](OC(=O)C)OC(=O)C)(=O)C.[Na+]. The catalyst is ClC(Cl)C. The product is [Br:12][C:10]1[CH:9]=[C:4]([C:5]([O:7][CH3:8])=[O:6])[C:3]([CH3:13])=[C:2]([NH:1][CH:15]2[CH2:20][CH2:19][N:18]([C:21]([O:23][C:24]([CH3:27])([CH3:26])[CH3:25])=[O:22])[CH2:17][CH2:16]2)[CH:11]=1. The yield is 0.662. (5) The reactants are [CH2:1]([N:3]1[C:7]2=[N:8][C:9]([CH2:27][CH3:28])=[C:10]([CH2:19][NH:20][C:21](=[O:26])[CH2:22][C:23]([OH:25])=O)[C:11]([NH:12][CH:13]3[CH2:18][CH2:17][O:16][CH2:15][CH2:14]3)=[C:6]2[CH:5]=[N:4]1)[CH3:2].[Br:29][C:30]1[CH:31]=[C:32]([CH2:37][NH2:38])[CH:33]=[CH:34][C:35]=1[CH3:36].[Br:29][C:30]1[CH:31]=[C:32]([CH2:37][NH2:38])[CH:33]=[CH:34][C:35]=1[CH3:36].CN(C(ON1N=NC2C=CC=NC1=2)=[N+](C)C)C.F[P-](F)(F)(F)(F)F.C(N(CC)CC)C. The catalyst is ClCCl. The product is [Br:29][C:30]1[CH:31]=[C:32]([CH2:37][NH:38][C:23](=[O:25])[CH2:22][C:21]([NH:20][CH2:19][C:10]2[C:11]([NH:12][CH:13]3[CH2:14][CH2:15][O:16][CH2:17][CH2:18]3)=[C:6]3[CH:5]=[N:4][N:3]([CH2:1][CH3:2])[C:7]3=[N:8][C:9]=2[CH2:27][CH3:28])=[O:26])[CH:33]=[CH:34][C:35]=1[CH3:36]. The yield is 0.950. (6) The reactants are Cl.Cl.[C:3]1([CH2:9][N:10]2[CH2:15][CH2:14][CH:13]([NH:16][CH2:17][CH3:18])[CH2:12][CH2:11]2)[CH:8]=[CH:7][CH:6]=[CH:5][CH:4]=1.C(N(CC)C(C)C)(C)C.[CH3:28][S:29]([C:32]1[CH:37]=[CH:36][C:35]([CH2:38][C:39]([OH:41])=O)=[CH:34][CH:33]=1)(=[O:31])=[O:30].C1(N=C=NC2CCCCC2)CCCCC1. The catalyst is C(Cl)Cl.CN(C)C1C=CN=CC=1. The product is [C:3]1([CH2:9][N:10]2[CH2:15][CH2:14][CH:13]([N:16]([CH2:17][CH3:18])[C:39](=[O:41])[CH2:38][C:35]3[CH:34]=[CH:33][C:32]([S:29]([CH3:28])(=[O:30])=[O:31])=[CH:37][CH:36]=3)[CH2:12][CH2:11]2)[CH:4]=[CH:5][CH:6]=[CH:7][CH:8]=1. The yield is 0.760. (7) The reactants are F[C:2]1C=[CH:6][C:5]([F:8])=[CH:4][C:3]=1[CH:9]1[CH2:13][CH2:12][CH2:11][N:10]1[C:14]1[CH:19]=[CH:18][N:17]2[N:20]=[CH:21][C:22]([C:23](O)=[O:24])=[C:16]2[N:15]=1.Cl.[C:27]([NH:33][NH2:34])(=[O:32])[C:28]([CH3:31])([CH3:30])[CH3:29].CC[N:37](C(C)C)C(C)C.CN(C(ON1N=NC2C=CC=NC1=2)=[N+](C)C)C.F[P-](F)(F)(F)(F)F. The catalyst is CN(C=O)C.O. The product is [F:8][C:5]1[CH:4]=[C:3]([CH:9]2[CH2:13][CH2:12][CH2:11][N:10]2[C:14]2[CH:19]=[CH:18][N:17]3[N:20]=[CH:21][C:22]([C:23]([NH:34][NH:33][C:27](=[O:32])[C:28]([CH3:31])([CH3:30])[CH3:29])=[O:24])=[C:16]3[N:15]=2)[CH:2]=[N:37][CH:6]=1. The yield is 0.880. (8) The reactants are [C:1]([C:3]1[N:11]2[C:6]([C:7]3([CH2:21][CH2:20][N:19]([C:22]([O:24][C:25]([CH3:28])([CH3:27])[CH3:26])=[O:23])[CH2:18][CH2:17]3)[O:8][C:9]3[CH:15]=[C:14]([CH3:16])[CH:13]=[CH:12][C:10]=32)=[CH:5][CH:4]=1)#[N:2].[Br:29]N1C(=O)CCC1=O.C(C(N=NC(C)(C)C#N)(C)C)#N. The catalyst is C(Cl)(Cl)(Cl)Cl. The product is [Br:29][CH2:16][C:14]1[CH:13]=[CH:12][C:10]2[N:11]3[C:3]([C:1]#[N:2])=[CH:4][CH:5]=[C:6]3[C:7]3([CH2:21][CH2:20][N:19]([C:22]([O:24][C:25]([CH3:28])([CH3:27])[CH3:26])=[O:23])[CH2:18][CH2:17]3)[O:8][C:9]=2[CH:15]=1. The yield is 0.470. (9) The reactants are [Br:1][C:2]1[C:3]([CH3:12])=[C:4]([C:8]([O:10][CH3:11])=[O:9])[O:5][C:6]=1Br.[Li]CCCC. The catalyst is C1COCC1. The product is [Br:1][C:2]1[C:3]([CH3:12])=[C:4]([C:8]([O:10][CH3:11])=[O:9])[O:5][CH:6]=1. The yield is 0.190. (10) The yield is 0.630. The reactants are [NH2:1][C:2]1[CH:3]=[N:4][N:5]([CH3:24])[C:6]=1[N:7]1[CH2:13][CH2:12][C@@H:11]([O:14][CH3:15])[C@H:10]([NH:16]C(=O)OC(C)(C)C)[CH2:9][CH2:8]1.C(OC([NH:32][C:33]1[S:37][C:36]([C:38]2[CH:43]=[CH:42][CH:41]=[CH:40][C:39]=2[F:44])=[N:35][C:34]=1[C:45](O)=[O:46])=O)(C)(C)C. The product is [NH2:32][C:33]1[S:37][C:36]([C:38]2[CH:43]=[CH:42][CH:41]=[CH:40][C:39]=2[F:44])=[N:35][C:34]=1[C:45]([NH:1][C:2]1[CH:3]=[N:4][N:5]([CH3:24])[C:6]=1[N:7]1[CH2:13][CH2:12][CH:11]([O:14][CH3:15])[CH:10]([NH2:16])[CH2:9][CH2:8]1)=[O:46]. No catalyst specified.